From a dataset of Peptide-MHC class I binding affinity with 185,985 pairs from IEDB/IMGT. Regression. Given a peptide amino acid sequence and an MHC pseudo amino acid sequence, predict their binding affinity value. This is MHC class I binding data. (1) The peptide sequence is LLLLISLVY. The MHC is HLA-B35:01 with pseudo-sequence HLA-B35:01. The binding affinity (normalized) is 0.0847. (2) The MHC is H-2-Db with pseudo-sequence H-2-Db. The binding affinity (normalized) is 0.190. The peptide sequence is VAGRFAAEF. (3) The peptide sequence is QQFPTAFEF. The MHC is Mamu-B3901 with pseudo-sequence Mamu-B3901. The binding affinity (normalized) is 0.520. (4) The peptide sequence is HPAHTTVAA. The MHC is HLA-B07:02 with pseudo-sequence HLA-B07:02. The binding affinity (normalized) is 0.923. (5) The peptide sequence is ILWDYFSL. The MHC is H-2-Kb with pseudo-sequence H-2-Kb. The binding affinity (normalized) is 0.502.